From a dataset of Forward reaction prediction with 1.9M reactions from USPTO patents (1976-2016). Predict the product of the given reaction. (1) The product is: [C:1]([O:5][C:6]([N:8]1[CH2:9][CH2:10][CH:11]([C:14]2[CH:22]=[CH:21][CH:20]=[C:19]3[C:15]=2[CH2:16][C:17](=[O:31])[N:18]3[CH2:23][C:24]2[CH:29]=[CH:28][CH:27]=[C:26]([F:30])[CH:25]=2)[CH2:12][CH2:13]1)=[O:7])([CH3:4])([CH3:2])[CH3:3]. Given the reactants [C:1]([O:5][C:6]([N:8]1[CH2:13][CH:12]=[C:11]([C:14]2[CH:22]=[CH:21][CH:20]=[C:19]3[C:15]=2[C:16](=O)[C:17](=[O:31])[N:18]3[CH2:23][C:24]2[CH:29]=[CH:28][CH:27]=[C:26]([F:30])[CH:25]=2)[CH2:10][CH2:9]1)=[O:7])([CH3:4])([CH3:3])[CH3:2], predict the reaction product. (2) Given the reactants [CH3:1][OH:2].[Na].Cl[C:5]1[C:14]2[C:9](=[CH:10][CH:11]=[CH:12][CH:13]=2)[CH:8]=[C:7]([Cl:15])[N:6]=1, predict the reaction product. The product is: [Cl:15][C:7]1[N:6]=[C:5]([O:2][CH3:1])[C:14]2[C:9]([CH:8]=1)=[CH:10][CH:11]=[CH:12][CH:13]=2.